From a dataset of Catalyst prediction with 721,799 reactions and 888 catalyst types from USPTO. Predict which catalyst facilitates the given reaction. (1) Reactant: [CH3:1][C:2]1[CH:7]=[CH:6][C:5]([S:8]([O:11][CH2:12][CH2:13][O:14][CH2:15][CH2:16][CH2:17][O:18][CH2:19][C:20]([OH:22])=O)(=[O:10])=[O:9])=[CH:4][CH:3]=1.CCN=C=NCCCN(C)C.C1C=CC2N(O)N=NC=2C=1.CCN(C(C)C)C(C)C.[NH2:53][C@@H:54]([C:79]([CH3:82])([CH3:81])[CH3:80])[C:55]([N:57]1[CH2:61][C@H:60]([OH:62])[CH2:59][C@H:58]1[C:63]([NH:65][CH2:66][C:67]1[CH:72]=[CH:71][C:70]([C:73]2[S:77][CH:76]=[N:75][C:74]=2[CH3:78])=[CH:69][CH:68]=1)=[O:64])=[O:56]. Product: [CH3:80][C:79]([CH3:82])([CH3:81])[C@H:54]([NH:53][C:20](=[O:22])[CH2:19][O:18][CH2:17][CH2:16][CH2:15][O:14][CH2:13][CH2:12][O:11][S:8]([C:5]1[CH:4]=[CH:3][C:2]([CH3:1])=[CH:7][CH:6]=1)(=[O:9])=[O:10])[C:55]([N:57]1[CH2:61][C@H:60]([OH:62])[CH2:59][C@H:58]1[C:63]([NH:65][CH2:66][C:67]1[CH:72]=[CH:71][C:70]([C:73]2[S:77][CH:76]=[N:75][C:74]=2[CH3:78])=[CH:69][CH:68]=1)=[O:64])=[O:56]. The catalyst class is: 35. (2) Reactant: [CH3:1][C:2]1[C:11]2[C:6](=[CH:7][CH:8]=[CH:9][CH:10]=2)[CH:5]=[CH:4][N:3]=1.[N+:12]([O-])([OH:14])=[O:13].C(=O)([O-])[O-].[K+].[K+]. Product: [CH3:1][C:2]1[C:11]2[C:6](=[C:7]([N+:12]([O-:14])=[O:13])[CH:8]=[CH:9][CH:10]=2)[CH:5]=[CH:4][N:3]=1. The catalyst class is: 65. (3) Reactant: [Cl:1][C:2]1[CH:7]=[C:6]([C:8]#[N:9])[C:5](F)=[CH:4][C:3]=1[CH2:11][C:12]([O:14][CH3:15])=[O:13].[C:16](=O)([O-])[O-:17].[K+].[K+]. Product: [Cl:1][C:2]1[CH:7]=[C:6]([C:8]#[N:9])[C:5]([O:17][CH3:16])=[CH:4][C:3]=1[CH2:11][C:12]([O:14][CH3:15])=[O:13]. The catalyst class is: 5. (4) Reactant: [F:1][C:2]1[CH:7]=[CH:6][C:5]([C:8]2[CH:9]=[C:10]3[C:15](=[CH:16][CH:17]=2)[CH:14]=[C:13]([S:18][C:19]2[N:20]([CH3:24])[CH:21]=[CH:22][N:23]=2)[CH:12]=[CH:11]3)=[CH:4][CH:3]=1.ClC1C=CC=C(C(OO)=O)C=1.[OH-:36].[Ca+2].[OH-:38]. Product: [F:1][C:2]1[CH:3]=[CH:4][C:5]([C:8]2[CH:9]=[C:10]3[C:15](=[CH:16][CH:17]=2)[CH:14]=[C:13]([S:18]([C:19]2[N:20]([CH3:24])[CH:21]=[CH:22][N:23]=2)(=[O:38])=[O:36])[CH:12]=[CH:11]3)=[CH:6][CH:7]=1. The catalyst class is: 2. (5) The catalyst class is: 24. Reactant: C[O:2][C:3]([C:5]1[CH:10]=[C:9]([N:11]([CH2:13][C:14]2[CH:19]=[CH:18][CH:17]=[CH:16][CH:15]=2)[CH3:12])[CH:8]=[CH:7][N:6]=1)=[O:4].[OH-].[Li+].Cl.C(OCC)C. Product: [CH2:13]([N:11]([CH3:12])[C:9]1[CH:8]=[CH:7][N:6]=[C:5]([C:3]([OH:4])=[O:2])[CH:10]=1)[C:14]1[CH:19]=[CH:18][CH:17]=[CH:16][CH:15]=1.